Predict which catalyst facilitates the given reaction. From a dataset of Catalyst prediction with 721,799 reactions and 888 catalyst types from USPTO. Reactant: [Br:1]N1C(=O)CCC1=O.[Cl:9][C:10]1[CH:11]=[C:12]([CH:17](O)[C:18]([F:21])([F:20])[F:19])[CH:13]=[C:14]([Cl:16])[CH:15]=1.P(OC1C=CC=CC=1)(OC1C=CC=CC=1)OC1C=CC=CC=1. Product: [Br:1][CH:17]([C:12]1[CH:11]=[C:10]([Cl:9])[CH:15]=[C:14]([Cl:16])[CH:13]=1)[C:18]([F:21])([F:20])[F:19]. The catalyst class is: 2.